This data is from Antibody developability classification from SAbDab with 2,409 antibodies. The task is: Regression/Classification. Given an antibody's heavy chain and light chain sequences, predict its developability. TAP uses regression for 5 developability metrics; SAbDab uses binary classification. (1) The antibody is ['2r2e', 'DIVMSQSPSSLAVSAGEKVTMSCKSSQSLLNSRTRKNYLAWYQQKPGQSPKLLIYWASTRESGVPDRFTGSGSGTDFTLTITSVQAEDLAVYYCKQSYNLRTFGGGTKLEIK']. Result: 1 (developable). (2) The antibody is ['QVQLVESGGGLVQPGGSLRLSCAASGFTFSSYWMNWVRQAPGKGLEWVSGIENKYAGGATYYAASVKGRFTISRDNSKNTLYLQMNSLRAEDTAVYYCARGFGTDFWGQGTLVTVSS', 'DIELTQPPSVSVAPGQTARISCSGDSIGKKYAYWYQQKPGQAPVLVIYKKRPSGIPERFSGSNSGNTATLTISGTQAEDEADYYCSAWGDKGMVFGGGTKLTVL']. Result: 0 (not developable). (3) The antibody is ['SQHLVQSGTQVKKPGASVRVSCQASGYTFTNYILHWWRQAPGQGLEWMGLIKPVFGAVNYARQFQGRIQLTRDIYREIAFLDLSGLRSDDTAVYYCARDESGDDLKWHLHPWGQGTQVIVSP', 'DIQMTQSPSSLSASVGDRVTINCQAGQGIGSSLNWYQKKPGRAPKLLVHGASNLQRGVPSRFSGSGFHTTFTLTISSLQPDDVATYFCAVFQWFGPGTKVDIK']. Result: 0 (not developable). (4) The antibody is ['EVQPVETGGGLVQPKGSLKLSCAASGFSFNTNAMNWVRQAPGKGLEWVARIRSKSNNYATYYADSVKDRFTISRDDSQNMLYLQMNNLKTEDTAMYYCVRDQTGTAWFAYWGQGTLVTVSA', 'DVVMTQTPLSLPVSLGDQASISCRSSQSLVHSNGNTYLHWYLQKPGQSPKLLIYKVSNRFSGVPDRFSGSGSGTDFTLKISRVEAEDLGVYFCSQSTHVPLTFGAGTKLELK']. Result: 0 (not developable). (5) The antibody is ['QVQLQESGPGLVRPSQTLSLTCTVSGFTFTDFYMNWVRQPPGRGLEWIGFIRDKAKGYTTEYNPSVKGRVTMLVDTSKNQFSLRLSSVTAADTAVYYCAREGHTAAPFDYWGQGSLVTVSS', 'DIQMTQSPSSLSASVGDRVTITCKASQNIDKYLNWYQQKPGKAPKLLIYNTNNLQTGVPSRFSGSGSGTDFTFTISSLQPEDIATYYCLQHISRPRTFGQGTKVEIK']. Result: 1 (developable). (6) The antibody is ['QVQLQESGPGLVKPSQTLSLTCTVSGGSISSGDYYWSWIRQPPGKGLEWIGYIYYSGSTDYNPSLKSRVTMSVDTSKNQFSLKVNSVTAADTAVYYCARVSIFGVGTFDYWGQGTLVTVSS', 'EIVMTQSPATLSLSPGERATLSCRASQSVSSYLAWYQQKPGQAPRLLIYDASNRATGIPARFSGSGSGTDFTLTISSLEPEDFAVYYCHQYGSTPLTFGGGTKAEIK']. Result: 0 (not developable). (7) The antibody is ['EVQLQESGPSLVKPSQTLSLTCSVTGDSVTSDAWSWIRKFPGNKLEYMGYISYSGSTYYHPSLKSRISITRDTSKNQYYLQLNSVTTEDTATYYCASWGGDVWGAGTTVTVSS', 'PROT_86A5FDE1']. Result: 1 (developable).